Task: Predict the product of the given reaction.. Dataset: Forward reaction prediction with 1.9M reactions from USPTO patents (1976-2016) (1) The product is: [C:1]1([C:3](=[CH:5][CH:6]=[CH:7][CH:8]=1)[O-:4])[O-:2].[Ti+4:13].[C:1]1([C:3](=[CH:5][CH:6]=[CH:7][CH:8]=1)[O-:4])[O-:2]. Given the reactants [C:1]1([C:3](=[CH:5][CH:6]=[CH:7][CH:8]=1)[OH:4])[OH:2].CC(C)[O-].[Ti+4:13].CC(C)[O-].CC(C)[O-].CC(C)[O-], predict the reaction product. (2) Given the reactants FC(F)(F)C(O)=O.[C:8]([C:10]1[CH:11]=[C:12]([CH:16]([O:24][N:25]2[C:33](=[O:34])[C:32]3[C:27](=[CH:28][CH:29]=[CH:30][CH:31]=3)[C:26]2=[O:35])[C:17]([O:19]C(C)(C)C)=[O:18])[CH:13]=[CH:14][CH:15]=1)#[N:9], predict the reaction product. The product is: [C:8]([C:10]1[CH:11]=[C:12]([CH:16]([O:24][N:25]2[C:26](=[O:35])[C:27]3[C:32](=[CH:31][CH:30]=[CH:29][CH:28]=3)[C:33]2=[O:34])[C:17]([OH:19])=[O:18])[CH:13]=[CH:14][CH:15]=1)#[N:9]. (3) Given the reactants Br[C:2]1[C:3]([NH:21][C:22]2[CH:26]=[C:25]([CH:27]3[CH2:29][CH2:28]3)[NH:24][N:23]=2)=[N:4][C:5]([C:8]2[S:12][C:11]([S:13]([NH:16][C:17]([CH3:20])([CH3:19])[CH3:18])(=[O:15])=[O:14])=[CH:10][CH:9]=2)=[N:6][CH:7]=1.[CH2:30]([Sn](CCCC)(CCCC)/C=C\C)[CH2:31][CH2:32]C, predict the reaction product. The product is: [C:17]([NH:16][S:13]([C:11]1[S:12][C:8]([C:5]2[N:4]=[C:3]([NH:21][C:22]3[CH:26]=[C:25]([CH:27]4[CH2:29][CH2:28]4)[NH:24][N:23]=3)[C:2](/[CH:30]=[CH:31]\[CH3:32])=[CH:7][N:6]=2)=[CH:9][CH:10]=1)(=[O:15])=[O:14])([CH3:20])([CH3:19])[CH3:18]. (4) Given the reactants [CH3:1][O:2][C:3]1[CH:8]=[CH:7][C:6]([C:9]2[C:13]([C:14]([OH:16])=O)=[CH:12][O:11][N:10]=2)=[CH:5][CH:4]=1.C(N(C(C)C)C(C)C)C.CN(C(ON1N=NC2C=CC=CC1=2)=[N+](C)C)C.[B-](F)(F)(F)F.[NH:48]1[CH2:52][CH2:51][CH:50]([C:53]2[CH:54]=[N:55][CH:56]=[CH:57][CH:58]=2)[CH2:49]1, predict the reaction product. The product is: [CH3:1][O:2][C:3]1[CH:4]=[CH:5][C:6]([C:9]2[C:13]([C:14]([N:48]3[CH2:52][CH2:51][CH:50]([C:53]4[CH:54]=[N:55][CH:56]=[CH:57][CH:58]=4)[CH2:49]3)=[O:16])=[CH:12][O:11][N:10]=2)=[CH:7][CH:8]=1. (5) Given the reactants [I:1][C:2]1[CH:7]=[CH:6][C:5]([N:8]2[CH2:11][C:10]3([CH2:14][NH:13][CH2:12]3)[CH2:9]2)=[CH:4][CH:3]=1.[O:15]1[CH2:18][C:17](=O)[CH2:16]1.[BH-](OC(C)=O)(OC(C)=O)OC(C)=O.[Na+], predict the reaction product. The product is: [I:1][C:2]1[CH:3]=[CH:4][C:5]([N:8]2[CH2:9][C:10]3([CH2:14][N:13]([CH:17]4[CH2:18][O:15][CH2:16]4)[CH2:12]3)[CH2:11]2)=[CH:6][CH:7]=1.